From a dataset of Full USPTO retrosynthesis dataset with 1.9M reactions from patents (1976-2016). Predict the reactants needed to synthesize the given product. (1) Given the product [C:8]([O:7][C:1]([C:2]1[CH:12]=[N:41][N:40]([C:35]2[CH:36]=[CH:37][C:38]([F:39])=[C:33]([Cl:32])[CH:34]=2)[C:3]=1[CH3:5])=[O:6])([CH3:11])([CH3:10])[CH3:9], predict the reactants needed to synthesize it. The reactants are: [C:1]([O:7][C:8]([CH3:11])([CH3:10])[CH3:9])(=[O:6])[CH2:2][C:3]([CH3:5])=O.[CH3:12]OC(OC)N(C)C.CC1C=CC(S(O)(=O)=O)=CC=1.Cl.[Cl:32][C:33]1[CH:34]=[C:35]([NH:40][NH2:41])[CH:36]=[CH:37][C:38]=1[F:39]. (2) Given the product [C:14]12([CH2:21][CH2:20][CH2:19][N:18]3[CH:22]=[N:23][CH:24]=[C:17]13)[C:15]1[C:10](=[CH:9][CH:8]=[C:7]([C:27]#[N:28])[CH:16]=1)[CH2:11][CH2:12][CH2:13]2, predict the reactants needed to synthesize it. The reactants are: FC(F)(F)S(O[C:7]1[CH:16]=[C:15]2[C:10]([CH2:11][CH2:12][CH2:13][C:14]32[CH2:21][CH2:20][CH2:19][N:18]2[CH:22]=[N:23][CH:24]=[C:17]32)=[CH:9][CH:8]=1)(=O)=O.[CH3:27][N:28](C)C=O. (3) Given the product [CH3:13][CH:14]([O:16][C:17]1[CH:22]=[CH:21][C:20]([N:23]2[C:28](=[O:29])[C:27]([CH2:30][C:31]3[CH:36]=[CH:35][C:34]([C:37]4[CH:42]=[CH:41][CH:40]=[CH:39][C:38]=4[C:43]4[NH:3][C:4](=[O:7])[O:5][N:44]=4)=[CH:33][CH:32]=3)=[C:26]([CH2:45][CH2:46][CH3:47])[N:25]3[N:48]=[CH:49][N:50]=[C:24]23)=[CH:19][CH:18]=1)[CH3:15], predict the reactants needed to synthesize it. The reactants are: [Cl-].O[NH3+:3].[C:4](=[O:7])([O-])[OH:5].[Na+].CS(C)=O.[CH3:13][CH:14]([O:16][C:17]1[CH:22]=[CH:21][C:20]([N:23]2[C:28](=[O:29])[C:27]([CH2:30][C:31]3[CH:36]=[CH:35][C:34]([C:37]4[C:38]([C:43]#[N:44])=[CH:39][CH:40]=[CH:41][CH:42]=4)=[CH:33][CH:32]=3)=[C:26]([CH2:45][CH2:46][CH3:47])[N:25]3[N:48]=[CH:49][N:50]=[C:24]23)=[CH:19][CH:18]=1)[CH3:15]. (4) The reactants are: [CH:1]1[C:11]2[CH:10]=[CH:9][C:8]3[CH:12]=[CH:13][CH:14]=[CH:15][C:7]=3[C:6](=[CH:16][C:17](O)=[O:18])[C:5]=2[CH:4]=[CH:3][CH:2]=1.[NH2:20][CH2:21][CH2:22][CH2:23][NH:24][C:25](=[O:31])[O:26][C:27]([CH3:30])([CH3:29])[CH3:28].Cl.C(N=C=NCCCN(C)C)C.C(N(CC)CC)C. Given the product [CH:1]1[C:11]2[CH:10]=[CH:9][C:8]3[CH:12]=[CH:13][CH:14]=[CH:15][C:7]=3[C:6](=[CH:16][C:17]([NH:20][CH2:21][CH2:22][CH2:23][NH:24][C:25](=[O:31])[O:26][C:27]([CH3:29])([CH3:28])[CH3:30])=[O:18])[C:5]=2[CH:4]=[CH:3][CH:2]=1, predict the reactants needed to synthesize it. (5) Given the product [CH3:1][O:2][C:3]1[C:8]([C:9]2[N:17]=[C:16]([CH2:15][CH3:14])[O:11][N:10]=2)=[C:7]([O:12][CH3:13])[N:6]=[CH:5][N:4]=1, predict the reactants needed to synthesize it. The reactants are: [CH3:1][O:2][C:3]1[C:8]([CH:9]=[N:10][OH:11])=[C:7]([O:12][CH3:13])[N:6]=[CH:5][N:4]=1.[CH3:14][CH2:15][C:16]#[N:17]. (6) Given the product [N:36](=[C:15]1[C:14]2[CH:13]=[C:12]([S:9]([NH:8][C:4]3[CH:5]=[CH:6][CH:7]=[C:2]([OH:1])[CH:3]=3)(=[O:10])=[O:11])[CH:24]=[CH:23][C:22]=2[C:21]2[C:16]1=[CH:17][C:18]([S:25]([NH:28][C:29]1[CH:34]=[CH:33][CH:32]=[C:31]([OH:35])[CH:30]=1)(=[O:27])=[O:26])=[CH:19][CH:20]=2)[NH2:37], predict the reactants needed to synthesize it. The reactants are: [OH:1][C:2]1[CH:3]=[C:4]([NH:8][S:9]([C:12]2[CH:24]=[CH:23][C:22]3[C:21]4[C:16](=[CH:17][C:18]([S:25]([NH:28][C:29]5[CH:34]=[CH:33][CH:32]=[C:31]([OH:35])[CH:30]=5)(=[O:27])=[O:26])=[CH:19][CH:20]=4)[C:15](=[N:36][NH:37]C(OC(C)(C)C)=O)[C:14]=3[CH:13]=2)(=[O:11])=[O:10])[CH:5]=[CH:6][CH:7]=1.C1(C)C=CC(S(O)(=O)=O)=CC=1. (7) Given the product [CH:10]([N:8]1[CH2:9][CH:6]([O:5][CH2:29][CH2:28][C:24]2[S:23][CH:27]=[CH:26][CH:25]=2)[CH2:7]1)([C:11]1[CH:16]=[CH:15][CH:14]=[CH:13][CH:12]=1)[C:17]1[CH:18]=[CH:19][CH:20]=[CH:21][CH:22]=1, predict the reactants needed to synthesize it. The reactants are: CS([O:5][CH:6]1[CH2:9][N:8]([CH:10]([C:17]2[CH:22]=[CH:21][CH:20]=[CH:19][CH:18]=2)[C:11]2[CH:16]=[CH:15][CH:14]=[CH:13][CH:12]=2)[CH2:7]1)(=O)=O.[S:23]1[CH:27]=[CH:26][CH:25]=[C:24]1[CH2:28][CH2:29]O.